From a dataset of Forward reaction prediction with 1.9M reactions from USPTO patents (1976-2016). Predict the product of the given reaction. (1) Given the reactants I[CH2:2][CH2:3][CH3:4].[CH2:5]1[O:9][C:8]2[CH:10]=[C:11]([OH:14])[CH:12]=[CH:13][C:7]=2[O:6]1, predict the reaction product. The product is: [CH2:2]([O:14][C:11]1[CH:12]=[CH:13][C:7]2[O:6][CH2:5][O:9][C:8]=2[CH:10]=1)[CH2:3][CH3:4]. (2) Given the reactants [CH3:1][C:2]1[N:7]=[C:6]([CH3:8])[C:5]([CH3:9])=[N:4][C:3]=1[CH3:10].C1C(=O)N([Br:18])C(=O)C1.C(OOC(=O)C1C=CC=CC=1)(=O)C1C=CC=CC=1, predict the reaction product. The product is: [Br:18][CH2:10][C:3]1[C:2]([CH3:1])=[N:7][C:6]([CH3:8])=[C:5]([CH3:9])[N:4]=1. (3) Given the reactants [NH2:1][C:2]1[C:3]2[N:4]([C:8]([C@@H:27]3[CH2:32][CH2:31][CH2:30][CH2:29][NH:28]3)=[N:9][C:10]=2[C:11]2[CH:26]=[CH:25][C:14]([C:15]([NH:17][C:18]3[CH:23]=[C:22]([F:24])[CH:21]=[CH:20][N:19]=3)=[O:16])=[CH:13][CH:12]=2)[CH:5]=[CH:6][N:7]=1.[C:33](Cl)(=[O:36])[CH:34]=[CH2:35], predict the reaction product. The product is: [C:33]([N:28]1[CH2:29][CH2:30][CH2:31][CH2:32][C@H:27]1[C:8]1[N:4]2[CH:5]=[CH:6][N:7]=[C:2]([NH2:1])[C:3]2=[C:10]([C:11]2[CH:12]=[CH:13][C:14]([C:15]([NH:17][C:18]3[CH:23]=[C:22]([F:24])[CH:21]=[CH:20][N:19]=3)=[O:16])=[CH:25][CH:26]=2)[N:9]=1)(=[O:36])[CH:34]=[CH2:35].